Dataset: Catalyst prediction with 721,799 reactions and 888 catalyst types from USPTO. Task: Predict which catalyst facilitates the given reaction. (1) Reactant: [CH2:1]([NH:3][C:4]([C:6]1[N:7]=[CH:8][C:9]([CH2:12][C:13]2[CH:30]=[CH:29][C:16]3[CH2:17][CH2:18][N:19](C(OC(C)(C)C)=O)[CH2:20][CH2:21][C:15]=3[CH:14]=2)=[N:10][CH:11]=1)=[O:5])[CH3:2].FC(F)(F)C(O)=O. Product: [CH2:1]([NH:3][C:4]([C:6]1[CH:11]=[N:10][C:9]([CH2:12][C:13]2[CH:30]=[CH:29][C:16]3[CH2:17][CH2:18][NH:19][CH2:20][CH2:21][C:15]=3[CH:14]=2)=[CH:8][N:7]=1)=[O:5])[CH3:2]. The catalyst class is: 4. (2) Reactant: [NH:1]1[CH:5]=[C:4]([CH2:6][CH2:7][OH:8])[CH:3]=[N:2]1.[CH3:9][S:10](Cl)(=[O:12])=[O:11].C(N(CC)C(C)C)(C)C. Product: [CH3:9][S:10]([O:8][CH2:7][CH2:6][C:4]1[CH:5]=[N:1][N:2]([S:10]([CH3:9])(=[O:12])=[O:11])[CH:3]=1)(=[O:12])=[O:11]. The catalyst class is: 4. (3) Reactant: [Cl:1][C:2]1[CH:7]=[C:6]([C:8]2[N:12]=[C:11]([C:13]3[N:14]=[C:15]4[C:20]([Cl:21])=[CH:19][C:18]([C:22]([F:25])([F:24])[F:23])=[CH:17][N:16]4[CH:26]=3)[O:10][N:9]=2)[C:5]([Cl:27])=[CH:4][C:3]=1[OH:28].[C:29]1([CH:35]2[O:40][CH2:39][CH:38](O)[CH2:37][O:36]2)[CH:34]=[CH:33][CH:32]=[CH:31][CH:30]=1.C1(P(C2C=CC=CC=2)C2C=CC=CC=2)C=CC=CC=1.CC(OC(/N=N/C(OC(C)C)=O)=O)C. Product: [Cl:21][C:20]1[C:15]2[N:16]([CH:26]=[C:13]([C:11]3[O:10][N:9]=[C:8]([C:6]4[CH:7]=[C:2]([Cl:1])[C:3]([O:28][CH:38]5[CH2:37][O:36][CH:35]([C:29]6[CH:30]=[CH:31][CH:32]=[CH:33][CH:34]=6)[O:40][CH2:39]5)=[CH:4][C:5]=4[Cl:27])[N:12]=3)[N:14]=2)[CH:17]=[C:18]([C:22]([F:23])([F:25])[F:24])[CH:19]=1. The catalyst class is: 1.